Dataset: Full USPTO retrosynthesis dataset with 1.9M reactions from patents (1976-2016). Task: Predict the reactants needed to synthesize the given product. (1) The reactants are: [Zn:1].[Br:2]CCBr.Cl[Si](C)(C)C.Br[CH2:12][C:13]1[CH2:18][CH2:17][CH2:16][CH2:15][CH:14]=1. Given the product [Br:2][Zn:1][CH2:12][C:13]1[CH2:18][CH2:17][CH2:16][CH2:15][CH:14]=1, predict the reactants needed to synthesize it. (2) Given the product [C:22]([C:2]1[C:3]([C:13]([O:15][CH3:16])=[O:14])=[N:4][O:5][C:6]=1[C:7]1[CH:12]=[CH:11][CH:10]=[CH:9][CH:8]=1)(=[O:24])[CH3:23], predict the reactants needed to synthesize it. The reactants are: Br[C:2]1[C:3]([C:13]([O:15][CH3:16])=[O:14])=[N:4][O:5][C:6]=1[C:7]1[CH:12]=[CH:11][CH:10]=[CH:9][CH:8]=1.C([Sn](CCCC)(CCCC)[C:22]([O:24]CC)=[CH2:23])CCC.Cl.[F-].[K+]. (3) Given the product [C:18]1([S:24]([N:1]2[C:5]3=[CH:6][N:7]=[CH:8][CH:9]=[C:4]3[CH:3]=[CH:2]2)(=[O:26])=[O:25])[CH:23]=[CH:22][CH:21]=[CH:20][CH:19]=1, predict the reactants needed to synthesize it. The reactants are: [NH:1]1[C:5]2=[CH:6][N:7]=[CH:8][CH:9]=[C:4]2[CH:3]=[CH:2]1.C([N-]C(C)C)(C)C.[Li+].[C:18]1([S:24](Cl)(=[O:26])=[O:25])[CH:23]=[CH:22][CH:21]=[CH:20][CH:19]=1.C([O-])(O)=O.[Na+]. (4) Given the product [CH2:1]([O:8][C:9]1[CH:14]=[CH:13][C:12]([CH2:15][CH:16]([O:22][C:29]2[CH:28]=[CH:27][C:26]([O:25][C:24]([F:23])([F:33])[F:34])=[CH:31][CH:30]=2)[C:17]([O:19][CH2:20][CH3:21])=[O:18])=[CH:11][CH:10]=1)[C:2]1[CH:7]=[CH:6][CH:5]=[CH:4][CH:3]=1, predict the reactants needed to synthesize it. The reactants are: [CH2:1]([O:8][C:9]1[CH:14]=[CH:13][C:12]([CH2:15][CH:16]([OH:22])[C:17]([O:19][CH2:20][CH3:21])=[O:18])=[CH:11][CH:10]=1)[C:2]1[CH:7]=[CH:6][CH:5]=[CH:4][CH:3]=1.[F:23][C:24]([F:34])([F:33])[O:25][C:26]1[CH:31]=[CH:30][C:29](O)=[CH:28][CH:27]=1.C1(P(C2C=CC=CC=2)C2C=CC=CC=2)C=CC=CC=1.CCOC(/N=N/C(OCC)=O)=O. (5) Given the product [C:22]([C:21]1[C:16]([CH:4]([C:5]([O:7][CH3:8])=[O:6])[C:3]([O:10][C:11]([CH3:14])([CH3:13])[CH3:12])=[O:9])=[N:17][CH:18]=[C:19]([C:24]([F:27])([F:25])[F:26])[CH:20]=1)#[N:23], predict the reactants needed to synthesize it. The reactants are: [H-].[Na+].[C:3]([O:10][C:11]([CH3:14])([CH3:13])[CH3:12])(=[O:9])[CH2:4][C:5]([O:7][CH3:8])=[O:6].Cl[C:16]1[C:21]([C:22]#[N:23])=[CH:20][C:19]([C:24]([F:27])([F:26])[F:25])=[CH:18][N:17]=1.